This data is from Full USPTO retrosynthesis dataset with 1.9M reactions from patents (1976-2016). The task is: Predict the reactants needed to synthesize the given product. Given the product [CH3:37][O:36][C:34]([C@H:13]1[CH2:14][C@@H:15]([NH:16][C:17]([NH:26][C:27]([O:29][C:30]([CH3:33])([CH3:32])[CH3:31])=[O:28])=[N:18][C:19]([O:21][C:22]([CH3:23])([CH3:25])[CH3:24])=[O:20])[C@H:11]([C@@H:5]([NH:4][C:1](=[O:3])[CH3:2])[CH:6]([CH2:7][CH3:8])[CH2:9][CH3:10])[C@@H:12]1[O:38][C:40]([O:42][C:43]1[CH:44]=[CH:45][C:46]([N+:49]([O-:51])=[O:50])=[CH:47][CH:48]=1)=[O:41])=[O:35], predict the reactants needed to synthesize it. The reactants are: [C:1]([NH:4][C@H:5]([C@H:11]1[C@H:15]([NH:16][C:17]([NH:26][C:27]([O:29][C:30]([CH3:33])([CH3:32])[CH3:31])=[O:28])=[N:18][C:19]([O:21][C:22]([CH3:25])([CH3:24])[CH3:23])=[O:20])[CH2:14][C@H:13]([C:34]([O:36][CH3:37])=[O:35])[C@H:12]1[OH:38])[CH:6]([CH2:9][CH3:10])[CH2:7][CH3:8])(=[O:3])[CH3:2].Cl[C:40]([O:42][C:43]1[CH:48]=[CH:47][C:46]([N+:49]([O-:51])=[O:50])=[CH:45][CH:44]=1)=[O:41].N1C=CC=CC=1.